From a dataset of Catalyst prediction with 721,799 reactions and 888 catalyst types from USPTO. Predict which catalyst facilitates the given reaction. (1) The catalyst class is: 3. Product: [CH2:9]([N:5]1[CH:6]=[CH:7][N:8]=[C:4]1[CH2:3][S:18][C:16]1[N:15]=[C:14]([OH:19])[CH:13]=[C:12]([CH3:11])[N:17]=1)[CH3:10]. Reactant: [Cl-].Cl[CH2:3][C:4]1[NH+:5]([CH2:9][CH3:10])[CH:6]=[CH:7][N:8]=1.[CH3:11][C:12]1[N:17]=[C:16]([SH:18])[N:15]=[C:14]([OH:19])[CH:13]=1.C(=O)([O-])[O-].[K+].[K+]. (2) Reactant: Cl.[C:2]([C:6]1[N:7](S(N(C)C)(=O)=O)[C:8]([CH:11]=[O:12])=[CH:9][N:10]=1)([CH3:5])([CH3:4])[CH3:3].C([O-])(O)=O.[Na+]. Product: [C:2]([C:6]1[NH:7][C:8]([CH:11]=[O:12])=[CH:9][N:10]=1)([CH3:5])([CH3:3])[CH3:4]. The catalyst class is: 1. (3) Reactant: Br[C:2]1[CH:3]([O:10][CH2:11][CH2:12][CH2:13][CH2:14][CH2:15][CH2:16][OH:17])[CH2:4][CH2:5][CH2:6][CH2:7][CH2:8][CH:9]=1.C1CCN2C(=NCCC2)CC1.CCCCCC.CCOC(C)=O. Product: [CH:3]1([O:10][CH2:11][CH2:12][CH2:13][CH2:14][CH2:15][CH2:16][OH:17])[CH2:4][CH2:5][CH2:6][CH2:7][CH2:8][C:9]#[C:2]1. The catalyst class is: 16. (4) Reactant: CON(C)[C:4]([C@H:6]1[CH2:11][CH2:10][C@H:9]([NH:12][C:13](=[O:19])[O:14][C:15]([CH3:18])([CH3:17])[CH3:16])[CH2:8][CH2:7]1)=[O:5].[CH2:21]([Mg]Cl)[CH3:22]. Product: [C:4]([C@H:6]1[CH2:7][CH2:8][C@H:9]([NH:12][C:13](=[O:19])[O:14][C:15]([CH3:16])([CH3:17])[CH3:18])[CH2:10][CH2:11]1)(=[O:5])[CH2:21][CH3:22]. The catalyst class is: 1.